This data is from Catalyst prediction with 721,799 reactions and 888 catalyst types from USPTO. The task is: Predict which catalyst facilitates the given reaction. (1) Reactant: C(=O)([O-])[O-].[K+].[K+].[Cl:7][C:8]1[CH:15]=[CH:14][C:11]([C:12]#[N:13])=[C:10]([C:16]2[C:21]([O:22][CH3:23])=[CH:20][NH:19][C:18](=[O:24])[CH:17]=2)[CH:9]=1.Br[CH2:26][C:27]([O:29][CH2:30][C:31]1[CH:36]=[CH:35][CH:34]=[CH:33][CH:32]=1)=[O:28].[Cl-].[Li+]. Product: [Cl:7][C:8]1[CH:15]=[CH:14][C:11]([C:12]#[N:13])=[C:10]([C:16]2[C:21]([O:22][CH3:23])=[CH:20][N:19]([CH2:26][C:27]([O:29][CH2:30][C:31]3[CH:36]=[CH:35][CH:34]=[CH:33][CH:32]=3)=[O:28])[C:18](=[O:24])[CH:17]=2)[CH:9]=1. The catalyst class is: 35. (2) Reactant: [CH3:1][N:2]1[C:10]2[C:5](=[CH:6][CH:7]=[C:8]([C:11]([OH:13])=O)[CH:9]=2)[C:4]([CH3:15])([CH3:14])[C:3]1=[O:16].N1(O)C2C=CC=CC=2N=N1.Cl.C(N=C=NCCCN(C)C)C.C(N(CC)CC)C.[C:46]([NH:49][NH2:50])(=[O:48])[CH3:47]. Product: [C:46]([NH:49][NH:50][C:11]([C:8]1[CH:9]=[C:10]2[C:5]([C:4]([CH3:15])([CH3:14])[C:3](=[O:16])[N:2]2[CH3:1])=[CH:6][CH:7]=1)=[O:13])(=[O:48])[CH3:47]. The catalyst class is: 139. (3) Reactant: C([Si](C)(C)[O:6][CH2:7][CH2:8][O:9][CH:10]1[C:26]2([CH3:27])[CH:13]([CH:14]3[CH:23]([CH2:24][CH2:25]2)[C:22]2[CH:21]=[C:20]([O:28][CH3:29])[C:19]([OH:30])=[CH:18][C:17]=2[CH2:16][CH2:15]3)[CH2:12][CH2:11]1)(C)(C)C.CCCC[N+](CCCC)(CCCC)CCCC.[F-]. Product: [OH:6][CH2:7][CH2:8][O:9][CH:10]1[C:26]2([CH3:27])[CH:13]([CH:14]3[CH:23]([CH2:24][CH2:25]2)[C:22]2[CH:21]=[C:20]([O:28][CH3:29])[C:19]([OH:30])=[CH:18][C:17]=2[CH2:16][CH2:15]3)[CH2:12][CH2:11]1. The catalyst class is: 1. (4) Reactant: [CH2:1]([C:4]1[C:8]([CH2:9][CH2:10][CH2:11][OH:12])=[CH:7][N:6]([C:13]2[CH:18]=[CH:17][C:16]([C:19]([F:22])([F:21])[F:20])=[CH:15][N:14]=2)[N:5]=1)[CH2:2][CH3:3].[F:23][C:24]1[CH:29]=[CH:28][C:27](O)=[CH:26][C:25]=1[CH2:31][C:32]([O:34]C)=[O:33].C(P(CCCC)CCCC)CCC.N(C(N1CCCCC1)=O)=NC(N1CCCCC1)=O. Product: [F:23][C:24]1[CH:29]=[CH:28][C:27]([O:12][CH2:11][CH2:10][CH2:9][C:8]2[C:4]([CH2:1][CH2:2][CH3:3])=[N:5][N:6]([C:13]3[CH:18]=[CH:17][C:16]([C:19]([F:21])([F:20])[F:22])=[CH:15][N:14]=3)[CH:7]=2)=[CH:26][C:25]=1[CH2:31][C:32]([OH:34])=[O:33]. The catalyst class is: 7. (5) Reactant: [CH3:1][O:2][C:3]([C:5]1[C:9]2[N:10]=[CH:11][NH:12][C:13](=[O:14])[C:8]=2[NH:7][C:6]=1[Cl:15])=[O:4].[CH3:16][CH:17](Br)[C:18]#[CH:19].CCN(C(C)C)C(C)C. Product: [CH3:1][O:2][C:3]([C:5]1[C:9]2[N:10]=[CH:11][NH:12][C:13](=[O:14])[C:8]=2[N:7]([CH2:16][C:17]#[C:18][CH3:19])[C:6]=1[Cl:15])=[O:4]. The catalyst class is: 3. (6) Reactant: [CH3:1][C:2]1[CH:3]=[N:4][CH:5]=[C:6]([CH3:8])[CH:7]=1.C1C=C(Cl)C=C(C(OO)=[O:17])C=1.CCOC(C)=O. Product: [CH3:1][C:2]1[CH:3]=[N+:4]([O-:17])[CH:5]=[C:6]([CH3:8])[CH:7]=1. The catalyst class is: 22. (7) Reactant: [NH2:1][C:2]1[N:7]=[C:6]([N:8]([CH3:15])[C:9]2[CH:14]=[CH:13][CH:12]=[CH:11][CH:10]=2)[N:5]=[C:4]([C:16]2[N:20]=[C:19]([C:21]3[CH:22]=[CH:23][C:24]([CH2:27]O)=[N:25][CH:26]=3)[O:18][N:17]=2)[N:3]=1.CS(Cl)(=O)=O.[CH2:34]([N:36](CC)[CH2:37][CH3:38])[CH3:35].N1CCCC1. Product: [CH3:15][N:8]([C:9]1[CH:10]=[CH:11][CH:12]=[CH:13][CH:14]=1)[C:6]1[N:7]=[C:2]([NH2:1])[N:3]=[C:4]([C:16]2[N:20]=[C:19]([C:21]3[CH:26]=[N:25][C:24]([CH2:27][N:36]4[CH2:37][CH2:38][CH2:35][CH2:34]4)=[CH:23][CH:22]=3)[O:18][N:17]=2)[N:5]=1. The catalyst class is: 2.